This data is from Retrosynthesis with 50K atom-mapped reactions and 10 reaction types from USPTO. The task is: Predict the reactants needed to synthesize the given product. (1) Given the product Cc1ccc(-c2nc3c(nc2-c2ccc(C)cc2)N(CCCCCOCc2ccccc2)CCC3)cc1, predict the reactants needed to synthesize it. The reactants are: Cc1ccc(-c2nc3c(nc2-c2ccc(C)cc2)NCCC3)cc1.O=CCCCCOCc1ccccc1. (2) Given the product CNc1ccnc(N2CCN(C(C)C)CC2)c1, predict the reactants needed to synthesize it. The reactants are: CC(=O)N(C)c1ccnc(N2CCN(C(C)C)CC2)c1. (3) The reactants are: C[S+](C)(C)=O.O=C1CCN(CCOCCc2cccc(Cl)c2Cl)CC1. Given the product Clc1cccc(CCOCCN2CCC3(CC2)CO3)c1Cl, predict the reactants needed to synthesize it. (4) The reactants are: Cc1cc2[nH]nc(-c3ccccc3)c2cc1[N+](=O)[O-]. Given the product Cc1cc2[nH]nc(-c3ccccc3)c2cc1N, predict the reactants needed to synthesize it. (5) Given the product CN(C)C(=O)N1CCC(Oc2ccc(CC(=O)N3CCC(N4C(=O)OCc5ccccc54)CC3)c(OCC(F)(F)F)c2)CC1, predict the reactants needed to synthesize it. The reactants are: CN(C)C(=O)Cl.O=C(Cc1ccc(OC2CCNCC2)cc1OCC(F)(F)F)N1CCC(N2C(=O)OCc3ccccc32)CC1. (6) Given the product CC(C)(C)[Si](C)(C)OCCn1ccc(NC(=O)[C@H](CC2CCCC2)c2ccc(S(C)(=O)=O)c(C#N)c2)n1, predict the reactants needed to synthesize it. The reactants are: CC(C)(C)[Si](C)(C)OCCn1ccc(N)n1.CS(=O)(=O)c1ccc([C@@H](CC2CCCC2)C(=O)O)cc1C#N.